Predict the product of the given reaction. From a dataset of Forward reaction prediction with 1.9M reactions from USPTO patents (1976-2016). (1) Given the reactants [F:1][C:2]([F:39])([F:38])[CH2:3][N:4]1[C:8]2[N:9]=[C:10]([C:19]3[CH:24]=[CH:23][C:22]([NH:25][C:26]([NH:28][C:29]4[CH:37]=[CH:36][C:32]([C:33](O)=[O:34])=[CH:31][CH:30]=4)=[O:27])=[CH:21][CH:20]=3)[N:11]=[C:12]([N:13]3[CH2:18][CH2:17][O:16][CH2:15][CH2:14]3)[C:7]=2[CH:6]=[CH:5]1.[CH3:40][N:41]([CH3:46])[CH2:42][CH2:43][NH:44][CH3:45].CCN(CC)CC.C1C=CC2N(O)N=NC=2C=1.CCN=C=NCCCN(C)C, predict the reaction product. The product is: [CH3:40][N:41]([CH3:46])[CH2:42][CH2:43][N:44]([CH3:45])[C:33](=[O:34])[C:32]1[CH:31]=[CH:30][C:29]([NH:28][C:26](=[O:27])[NH:25][C:22]2[CH:21]=[CH:20][C:19]([C:10]3[N:11]=[C:12]([N:13]4[CH2:18][CH2:17][O:16][CH2:15][CH2:14]4)[C:7]4[CH:6]=[CH:5][N:4]([CH2:3][C:2]([F:39])([F:1])[F:38])[C:8]=4[N:9]=3)=[CH:24][CH:23]=2)=[CH:37][CH:36]=1. (2) Given the reactants CC(C)([O-])C.[K+].[CH2:7]([O:10][CH2:11][CH2:12][N:13]([CH3:55])[C:14]([C:16]1[CH:21]=[CH:20][C:19]([CH2:22][CH2:23][S:24]([N:27]2[CH2:32][CH2:31][C:30]([NH:36][C:37](=O)[C:38]3[CH:43]=[CH:42][C:41]([C:44]([F:47])([F:46])[F:45])=[C:40]([O:48][CH2:49][CH2:50][CH:51]=[CH2:52])[CH:39]=3)([C:33]([NH2:35])=[O:34])[CH2:29][CH2:28]2)(=[O:26])=[O:25])=[C:18]([CH3:54])[CH:17]=1)=[O:15])[CH:8]=[CH2:9].[Cl-].[NH4+].O, predict the reaction product. The product is: [CH2:7]([O:10][CH2:11][CH2:12][N:13]([CH3:55])[C:14](=[O:15])[C:16]1[CH:21]=[CH:20][C:19]([CH2:22][CH2:23][S:24]([N:27]2[CH2:28][CH2:29][C:30]3([N:36]=[C:37]([C:38]4[CH:43]=[CH:42][C:41]([C:44]([F:45])([F:47])[F:46])=[C:40]([O:48][CH2:49][CH2:50][CH:51]=[CH2:52])[CH:39]=4)[NH:35][C:33]3=[O:34])[CH2:31][CH2:32]2)(=[O:26])=[O:25])=[C:18]([CH3:54])[CH:17]=1)[CH:8]=[CH2:9]. (3) Given the reactants [N+:1]([C:4]1[CH:16]=[CH:15][C:7]2[O:8][C:9]([CH3:14])([CH3:13])[O:10][C:11](=[O:12])[C:6]=2[CH:5]=1)([O-])=O, predict the reaction product. The product is: [NH2:1][C:4]1[CH:16]=[CH:15][C:7]2[O:8][C:9]([CH3:13])([CH3:14])[O:10][C:11](=[O:12])[C:6]=2[CH:5]=1. (4) The product is: [Cl:17][C:11]1[CH:10]=[C:9]([NH:8][C:6]2[N:5]=[C:4]([NH:18][CH:19]3[CH2:25][CH2:24][CH2:23][CH2:22][CH2:21][CH2:20]3)[N:3]=[C:2]([C:29]3[C:30]([O:36][CH3:37])=[CH:31][C:32]([O:34][CH3:35])=[CH:33][C:28]=3[O:27][CH3:26])[N:7]=2)[CH:14]=[CH:13][C:12]=1[O:15][CH3:16]. Given the reactants Cl[C:2]1[N:7]=[C:6]([NH:8][C:9]2[CH:14]=[CH:13][C:12]([O:15][CH3:16])=[C:11]([Cl:17])[CH:10]=2)[N:5]=[C:4]([NH:18][CH:19]2[CH2:25][CH2:24][CH2:23][CH2:22][CH2:21][CH2:20]2)[N:3]=1.[CH3:26][O:27][C:28]1[CH:33]=[C:32]([O:34][CH3:35])[CH:31]=[C:30]([O:36][CH3:37])[CH:29]=1.[Al+3].[Cl-].[Cl-].[Cl-], predict the reaction product.